Dataset: Reaction yield outcomes from USPTO patents with 853,638 reactions. Task: Predict the reaction yield, written as a fraction of the theoretical maximum amount of product (1.0 means a 100% yield; for example, 0.34 means a 34% yield). (1) The reactants are [NH2:1][C:2]1[CH:6]=[CH:5][O:4][N:3]=1.N1C=CC=CC=1.Cl[C:14]([O:16][CH2:17][C:18]([Cl:21])([Cl:20])[Cl:19])=[O:15].O. The catalyst is O1CCCC1. The product is [O:4]1[CH:5]=[CH:6][C:2]([NH:1][C:14](=[O:15])[O:16][CH2:17][C:18]([Cl:21])([Cl:20])[Cl:19])=[N:3]1. The yield is 0.941. (2) The reactants are [NH:1]1[C:9]2[C:4](=[CH:5][CH:6]=[CH:7][C:8]=2[C:10]([OH:12])=O)[CH:3]=[CH:2]1.CN(C(ON1N=NC2C=CC=CC1=2)=[N+](C)C)C.[B-](F)(F)(F)F.C(N(CC)C(C)C)(C)C.[C:44]([C:48]1[CH:60]=[CH:59][C:51]([CH2:52][NH:53][CH2:54][CH2:55][CH2:56][CH:57]=[CH2:58])=[CH:50][CH:49]=1)([CH3:47])([CH3:46])[CH3:45]. The catalyst is CN(C=O)C.O. The product is [C:44]([C:48]1[CH:49]=[CH:50][C:51]([CH2:52][N:53]([CH2:54][CH2:55][CH2:56][CH:57]=[CH2:58])[C:10]([C:8]2[CH:7]=[CH:6][CH:5]=[C:4]3[C:9]=2[NH:1][CH:2]=[CH:3]3)=[O:12])=[CH:59][CH:60]=1)([CH3:47])([CH3:45])[CH3:46]. The yield is 0.530. (3) The yield is 0.740. The reactants are [C:1]1([OH:7])[CH:6]=[CH:5][CH:4]=[CH:3][CH:2]=1.Br[C:9]1[CH:13]=[CH:12][S:11][CH:10]=1.[H-].[Na+]. The product is [O:7]([C:9]1[CH:13]=[CH:12][S:11][CH:10]=1)[C:1]1[CH:6]=[CH:5][CH:4]=[CH:3][CH:2]=1. The catalyst is N1C=CC=CC=1.